The task is: Predict the product of the given reaction.. This data is from Forward reaction prediction with 1.9M reactions from USPTO patents (1976-2016). Given the reactants [CH3:1][N:2]1[C:6]2=[CH:7][N:8]=[C:9]([NH2:11])[CH:10]=[C:5]2[CH:4]=[CH:3]1.Br[CH2:13][C:14]1[CH:24]=[CH:23][C:22]([O:25][CH3:26])=[CH:21][C:15]=1[C:16](OCC)=[O:17].C(N(CC)C(C)C)(C)C, predict the reaction product. The product is: [CH3:26][O:25][C:22]1[CH:21]=[C:15]2[C:14]([CH2:13][N:11]([C:9]3[CH:10]=[C:5]4[CH:4]=[CH:3][N:2]([CH3:1])[C:6]4=[CH:7][N:8]=3)[C:16]2=[O:17])=[CH:24][CH:23]=1.